From a dataset of Cav3 T-type calcium channel HTS with 100,875 compounds. Binary Classification. Given a drug SMILES string, predict its activity (active/inactive) in a high-throughput screening assay against a specified biological target. The drug is O=C(n1nc2nc(cc(c2c1N)C)C)C. The result is 0 (inactive).